This data is from Catalyst prediction with 721,799 reactions and 888 catalyst types from USPTO. The task is: Predict which catalyst facilitates the given reaction. (1) Reactant: [ClH:1].O1CCOCC1.C(OC(=O)[NH:14][CH2:15][CH2:16][C:17](=[O:38])[NH:18][CH2:19][C:20]1[CH:28]=[CH:27][CH:26]=[C:25]2[C:21]=1[CH2:22][N:23]([CH:30]1[CH2:35][CH2:34][C:33](=[O:36])[NH:32][C:31]1=[O:37])[C:24]2=[O:29])(C)(C)C. Product: [ClH:1].[NH2:14][CH2:15][CH2:16][C:17]([NH:18][CH2:19][C:20]1[CH:28]=[CH:27][CH:26]=[C:25]2[C:21]=1[CH2:22][N:23]([CH:30]1[CH2:35][CH2:34][C:33](=[O:36])[NH:32][C:31]1=[O:37])[C:24]2=[O:29])=[O:38]. The catalyst class is: 59. (2) Reactant: [OH:1][CH2:2][CH:3]1[C:15]2[CH:14]=[C:13]([NH2:16])[CH:12]=[CH:11][C:10]=2[C:9]2[C:4]1=[CH:5][C:6]([NH2:17])=[CH:7][CH:8]=2.[C:18]1(=[O:25])[O:24][C:22](=[O:23])[CH2:21][CH2:20][CH2:19]1.C1C=[C:30]2[C:32]([C:34]([OH:38])([OH:37])[C:35](=[O:36])[C:29]2=CC=1)=O.C(OCC)(=O)C.CO.C(O)(=O)C. The catalyst class is: 7. Product: [OH:1][CH2:2][CH:3]1[C:4]2[CH:5]=[C:6]([NH:17][C:35](=[O:36])[CH2:29][CH2:30][CH2:32][C:34]([OH:38])=[O:37])[CH:7]=[CH:8][C:9]=2[C:10]2[C:15]1=[CH:14][C:13]([NH:16][C:18](=[O:25])[CH2:19][CH2:20][CH2:21][C:22]([OH:24])=[O:23])=[CH:12][CH:11]=2. (3) Reactant: [N:1](=[CH:19]/[C:20]1[C:25]([OH:26])=[CH:24][C:23]([O:27][CH2:28][CH2:29][CH2:30][CH2:31][CH2:32][CH2:33]Br)=[CH:22][CH:21]=1)\[N:2]=[CH:3]\[C:4]1[C:9]([OH:10])=[CH:8][C:7]([O:11][CH2:12][CH2:13][CH2:14][CH2:15][CH2:16][CH2:17][Br:18])=[CH:6][CH:5]=1.[C:35]1([P:41]([C:48]2[CH:53]=[CH:52][CH:51]=[CH:50][CH:49]=2)[C:42]2[CH:47]=[CH:46][CH:45]=[CH:44][CH:43]=2)[CH:40]=[CH:39][CH:38]=[CH:37][CH:36]=1. Product: [Br-:18].[N:1](=[CH:19]/[C:20]1[CH:21]=[CH:22][C:23]([O:27][CH2:28][CH2:29][CH2:30][CH2:31][CH2:32][CH2:33][P+:41]([C:42]2[CH:43]=[CH:44][CH:45]=[CH:46][CH:47]=2)([C:48]2[CH:53]=[CH:52][CH:51]=[CH:50][CH:49]=2)[C:35]2[CH:36]=[CH:37][CH:38]=[CH:39][CH:40]=2)=[CH:24][C:25]=1[OH:26])\[N:2]=[CH:3]\[C:4]1[CH:5]=[CH:6][C:7]([O:11][CH2:12][CH2:13][CH2:14][CH2:15][CH2:16][CH2:17][P+:41]([C:35]2[CH:36]=[CH:37][CH:38]=[CH:39][CH:40]=2)([C:42]2[CH:47]=[CH:46][CH:45]=[CH:44][CH:43]=2)[C:48]2[CH:49]=[CH:50][CH:51]=[CH:52][CH:53]=2)=[CH:8][C:9]=1[OH:10].[Br-:18]. The catalyst class is: 10. (4) Reactant: FC(F)(F)C(O)=O.C(OC(=O)[NH:14][CH2:15][C:16]1[CH:20]=[C:19]([C:21]2[CH2:25][C:24]([C:30]3[CH:35]=[C:34]([Cl:36])[C:33]([Cl:37])=[C:32]([Cl:38])[CH:31]=3)([C:26]([F:29])([F:28])[F:27])[O:23][N:22]=2)[O:18][C:17]=1[CH3:39])(C)(C)C.[OH-].[Na+]. Product: [CH3:39][C:17]1[O:18][C:19]([C:21]2[CH2:25][C:24]([C:30]3[CH:35]=[C:34]([Cl:36])[C:33]([Cl:37])=[C:32]([Cl:38])[CH:31]=3)([C:26]([F:28])([F:27])[F:29])[O:23][N:22]=2)=[CH:20][C:16]=1[CH2:15][NH2:14]. The catalyst class is: 4. (5) Reactant: [C:1]([C:9]1[CH:36]=[CH:35][C:12]2[N:13]([CH2:17][CH2:18][O:19][C:20]3[CH:25]=[CH:24][C:23]([CH2:26][CH:27]([O:32][CH2:33][CH3:34])[C:28]([O:30][CH3:31])=[O:29])=[CH:22][CH:21]=3)[C:14](=[O:16])[S:15][C:11]=2[CH:10]=1)(=O)[C:2]1[CH:7]=[CH:6][CH:5]=[CH:4][CH:3]=1.Cl.[CH3:38][O:39][NH2:40].N1C=CC=CC=1. Product: [CH2:33]([O:32][CH:27]([CH2:26][C:23]1[CH:24]=[CH:25][C:20]([O:19][CH2:18][CH2:17][N:13]2[C:12]3[CH:35]=[CH:36][C:9]([C:1](=[N:40][O:39][CH3:38])[C:2]4[CH:7]=[CH:6][CH:5]=[CH:4][CH:3]=4)=[CH:10][C:11]=3[S:15][C:14]2=[O:16])=[CH:21][CH:22]=1)[C:28]([O:30][CH3:31])=[O:29])[CH3:34]. The catalyst class is: 5.